Dataset: Full USPTO retrosynthesis dataset with 1.9M reactions from patents (1976-2016). Task: Predict the reactants needed to synthesize the given product. (1) Given the product [OH:1][C:2]1([C:9]2[CH:10]=[N:11][CH:12]=[N:13][CH:14]=2)[CH2:7][CH2:6][CH:5]([N:15]2[CH2:18][CH:17]([NH:19][C:20]([CH2:22][NH:23][C:24](=[O:35])[C:25]3[CH:30]=[CH:29][CH:28]=[C:27]([C:31]([F:34])([F:32])[F:33])[CH:26]=3)=[O:21])[CH2:16]2)[CH2:4][CH2:3]1, predict the reactants needed to synthesize it. The reactants are: [OH:1][C:2]1([C:9]2[CH:10]=[N:11][CH:12]=[N:13][CH:14]=2)[CH2:7][CH2:6][C:5](=O)[CH2:4][CH2:3]1.[NH:15]1[CH2:18][CH:17]([NH:19][C:20]([CH2:22][NH:23][C:24](=[O:35])[C:25]2[CH:30]=[CH:29][CH:28]=[C:27]([C:31]([F:34])([F:33])[F:32])[CH:26]=2)=[O:21])[CH2:16]1. (2) Given the product [NH2:14][C:10]1[CH:9]=[C:8]2[C:13](=[CH:12][CH:11]=1)[N:5]([CH2:4][CH:1]1[CH2:3][CH2:2]1)[C:6](=[O:17])[CH2:7]2, predict the reactants needed to synthesize it. The reactants are: [CH:1]1([CH2:4][N:5]2[C:13]3[C:8](=[CH:9][C:10]([N+:14]([O-])=O)=[CH:11][CH:12]=3)[CH2:7][C:6]2=[O:17])[CH2:3][CH2:2]1.[Cl-].[NH4+].